This data is from CYP3A4 inhibition data for predicting drug metabolism from PubChem BioAssay. The task is: Regression/Classification. Given a drug SMILES string, predict its absorption, distribution, metabolism, or excretion properties. Task type varies by dataset: regression for continuous measurements (e.g., permeability, clearance, half-life) or binary classification for categorical outcomes (e.g., BBB penetration, CYP inhibition). Dataset: cyp3a4_veith. (1) The compound is CN(C)c1ncc2ncc(=O)n(C[C@H]3CCCO3)c2n1. The result is 0 (non-inhibitor). (2) The drug is CC(C)(Oc1ccc(Cl)cc1)C(=O)O. The result is 0 (non-inhibitor). (3) The drug is COc1ccccc1-c1nccc(N2CCN(C)CC2)n1. The result is 1 (inhibitor). (4) The molecule is NCC(=O)Nc1ccc(Cl)cc1C(=O)c1ccc[nH]1. The result is 0 (non-inhibitor). (5) The compound is COc1cccc(-n2ccnc2SCC(=O)Nc2nccs2)c1. The result is 1 (inhibitor).